From a dataset of KCNQ2 potassium channel screen with 302,405 compounds. Binary Classification. Given a drug SMILES string, predict its activity (active/inactive) in a high-throughput screening assay against a specified biological target. (1) The drug is O=C(N1CCN(CC1)c1ncccc1)Nc1c(OC)cccc1. The result is 0 (inactive). (2) The drug is s1c2c(CCC2)c2c1nc(nc2NCCCN(CC)CC)CN1CCOCC1. The result is 0 (inactive). (3) The drug is Brc1ccc(c2n(NC(=O)c3cc(c([N+]([O-])=O)cc3)C)c(=O)c3c(n2)cccc3)cc1. The result is 0 (inactive). (4) The compound is Clc1c(S(=O)(=O)N2CCCCCC2)cc(OCC(=O)NC2CCCCC2)c(c1)C. The result is 1 (active). (5) The result is 0 (inactive). The molecule is S(Cc1ccc(cc1)C(=O)N\N=C(\c1sccc1)C)c1n(C)cnn1. (6) The drug is Clc1c(C(OCC(=O)NC2CC2)=O)cc(SC)cc1. The result is 0 (inactive). (7) The result is 0 (inactive). The drug is O=C(N(C1CC1)Cc1c(n(nc1C)C)C)c1noc(c1)COc1c(cccc1C)C. (8) The drug is o1nc2nc(N3CCCCC3)c(NCc3cn(nc3)CC)nc2n1. The result is 0 (inactive). (9) The compound is Clc1ccc(CN2CC(CCC2=O)C(=O)NCCN(CCc2ccccc2)C)cc1. The result is 0 (inactive).